This data is from Full USPTO retrosynthesis dataset with 1.9M reactions from patents (1976-2016). The task is: Predict the reactants needed to synthesize the given product. Given the product [CH3:1][C:2]([C:9]1[S:10][CH:11]=[CH:12][CH:13]=1)([CH3:8])[C:3]([NH:15][NH2:16])=[O:4], predict the reactants needed to synthesize it. The reactants are: [CH3:1][C:2]([C:9]1[S:10][CH:11]=[CH:12][CH:13]=1)([CH3:8])[C:3](OCC)=[O:4].O.[NH2:15][NH2:16].